This data is from Reaction yield outcomes from USPTO patents with 853,638 reactions. The task is: Predict the reaction yield, written as a fraction of the theoretical maximum amount of product (1.0 means a 100% yield; for example, 0.34 means a 34% yield). The reactants are Cl[C:2]1[CH:7]=[CH:6][N+:5]([O-:8])=[CH:4][CH:3]=1.[Cl:9][C:10]1[CH:15]=[C:14]([Cl:16])[CH:13]=[CH:12][C:11]=1B(O)O. No catalyst specified. The product is [Cl:9][C:10]1[CH:15]=[C:14]([Cl:16])[CH:13]=[CH:12][C:11]=1[C:2]1[CH:7]=[CH:6][N+:5]([O-:8])=[CH:4][CH:3]=1. The yield is 0.500.